Dataset: Full USPTO retrosynthesis dataset with 1.9M reactions from patents (1976-2016). Task: Predict the reactants needed to synthesize the given product. (1) Given the product [S:2]([C:36]1[CH:37]=[CH:38][C:47]2[C:46]3[C:41](=[CH:42][CH:43]=[CH:44][CH:45]=3)[CH:40]=[CH:39][C:48]=2[C:35]=1[S:31]([OH:34])(=[O:33])=[O:32])([OH:4])(=[O:3])=[O:1], predict the reactants needed to synthesize it. The reactants are: [OH:1][S:2](O)(=[O:4])=[O:3].O=S(=O)=O.S(=O)(=O)(O)O.C1(=O)C2C=CC3C(=CC=CC=3)C=2C=CC1=O.[S:31]([C:35]1[C:36](=O)[C:37](=O)[C:38]2[CH:39]=[CH:40][C:41]3[C:46]([C:47]=2[CH:48]=1)=[CH:45][CH:44]=[CH:43][CH:42]=3)([OH:34])(=[O:33])=[O:32].[OH-].[Na+]. (2) Given the product [O:1]1[C:5]2[CH:6]=[CH:7][C:8]([C:10]3[O:11][C:12]([CH2:15][S:16]([C:17]4[CH:22]=[CH:21][CH:20]=[C:19]([F:23])[CH:18]=4)=[O:32])=[N:13][N:14]=3)=[CH:9][C:4]=2[CH2:3][CH2:2]1, predict the reactants needed to synthesize it. The reactants are: [O:1]1[C:5]2[CH:6]=[CH:7][C:8]([C:10]3[O:11][C:12]([CH2:15][S:16][C:17]4[CH:22]=[CH:21][CH:20]=[C:19]([F:23])[CH:18]=4)=[N:13][N:14]=3)=[CH:9][C:4]=2[CH2:3][CH2:2]1.ClC1C=CC=C(C(OO)=[O:32])C=1.S([O-])([O-])(=O)=S.[Na+].[Na+]. (3) Given the product [CH:2]([C:4]1[C:12]2[C:11]3[CH:13]=[CH:14][CH:15]=[CH:16][C:10]=3[O:9][C:8]=2[CH:7]=[C:6]([CH:21]([CH3:22])[CH3:24])[C:5]=1[NH2:17])([CH3:3])[CH3:1], predict the reactants needed to synthesize it. The reactants are: [CH2:1]=[C:2]([CH:4]1[C:12]2[C:11]3[CH:13]=[CH:14][CH:15]=[CH:16][C:10]=3[O:9][C:8]=2[CH:7]=[CH:6][C:5]1(C(C)=C)[NH2:17])[CH3:3].[CH2:21](O)[CH3:22].[C:24](O)(=O)C. (4) Given the product [ClH:2].[ClH:1].[Cl:2][CH2:3][C:4]1[CH:13]=[CH:12][C:11]2[C:6](=[CH:7][CH:8]=[C:9]([NH2:14])[CH:10]=2)[N:5]=1, predict the reactants needed to synthesize it. The reactants are: [ClH:1].[Cl:2][CH2:3][C:4]1[CH:13]=[CH:12][C:11]2[C:6](=[CH:7][CH:8]=[C:9]([NH:14]C(=O)C)[CH:10]=2)[N:5]=1.Cl. (5) Given the product [ClH:69].[NH2:53][CH2:54][CH2:55][CH2:56][CH2:57][CH2:58][C:36]([NH:35][CH2:34][C:32]1[N:31]=[N:30][N:29]([C:25]2[CH:24]=[C:23]([NH:22][C:20]([N:14]3[C@@H:15]4[CH2:19][N:18]([CH2:17][CH2:16]4)[C:12]4[CH:11]=[CH:10][C:9]([C:5]5[CH:6]=[CH:7][CH:8]=[C:3]([C:2]([F:44])([F:45])[F:1])[CH:4]=5)=[N:43][C:13]3=4)=[O:21])[CH:28]=[CH:27][CH:26]=2)[CH:33]=1)=[O:37], predict the reactants needed to synthesize it. The reactants are: [F:1][C:2]([F:45])([F:44])[C:3]1[CH:4]=[C:5]([C:9]2[CH:10]=[CH:11][C:12]3[N:18]4[CH2:19][C@H:15]([CH2:16][CH2:17]4)[N:14]([C:20]([NH:22][C:23]4[CH:24]=[C:25]([N:29]5[CH:33]=[C:32]([CH2:34][NH:35][C:36](=O)[O:37]C(C)(C)C)[N:31]=[N:30]5)[CH:26]=[CH:27][CH:28]=4)=[O:21])[C:13]=3[N:43]=2)[CH:6]=[CH:7][CH:8]=1.C(OC([NH:53][CH2:54][CH2:55][CH2:56][CH2:57][CH2:58]C(ON1C(=O)CCC1=O)=O)=O)(C)(C)C.[ClH:69]. (6) Given the product [Cl:1][C:2]1[CH:3]=[N:4][C:5]2[C:10]([C:11]=1[CH2:12][CH2:13][CH2:14][C:15]1([C:21]([O:23][CH2:24][CH3:25])=[O:22])[CH2:20][CH2:19][N:18]([CH2:37][CH2:38][S:39][CH:40]3[CH2:44][CH2:43][CH2:42][CH2:41]3)[CH2:17][CH2:16]1)=[CH:9][C:8]([O:26][CH3:27])=[CH:7][CH:6]=2, predict the reactants needed to synthesize it. The reactants are: [Cl:1][C:2]1[CH:3]=[N:4][C:5]2[C:10]([C:11]=1[CH2:12][CH2:13][CH2:14][C:15]1([C:21]([O:23][CH2:24][CH3:25])=[O:22])[CH2:20][CH2:19][NH:18][CH2:17][CH2:16]1)=[CH:9][C:8]([O:26][CH3:27])=[CH:7][CH:6]=2.C(=O)([O-])[O-].[K+].[K+].[I-].[K+].Cl[CH2:37][CH2:38][S:39][CH:40]1[CH2:44][CH2:43][CH2:42][CH2:41]1.